From a dataset of Catalyst prediction with 721,799 reactions and 888 catalyst types from USPTO. Predict which catalyst facilitates the given reaction. Reactant: [NH2:1][C:2]1[CH:7]=[C:6]([N+:8]([O-:10])=[O:9])[CH:5]=[CH:4][C:3]=1[OH:11].C(N(CC)CC)C.Cl[CH2:20][C:21](Cl)=[O:22]. Product: [N+:8]([C:6]1[CH:5]=[CH:4][C:3]2[O:11][CH2:20][C:21](=[O:22])[NH:1][C:2]=2[CH:7]=1)([O-:10])=[O:9]. The catalyst class is: 2.